The task is: Predict the reactants needed to synthesize the given product.. This data is from Retrosynthesis with 50K atom-mapped reactions and 10 reaction types from USPTO. (1) Given the product CCCCCCCCCc1cnc(-c2ccc(OCCCCCOCC(F)(F)OC(F)(F)C(F)(F)C(F)(F)C(F)(F)F)cc2)nc1, predict the reactants needed to synthesize it. The reactants are: CCCCCCCCCc1cnc(-c2ccc(O)cc2)nc1.FC(F)(COCCCCCBr)OC(F)(F)C(F)(F)C(F)(F)C(F)(F)F. (2) Given the product COC(=O)COc1ccc(C(=O)Nc2ccc(F)cc2)cn1, predict the reactants needed to synthesize it. The reactants are: COC(=O)CO.O=C(Nc1ccc(F)cc1)c1ccc(Br)nc1. (3) Given the product CC(C)(C)OC(=O)Nc1ccc(C#Cc2ccccn2)cc1[N+](=O)[O-], predict the reactants needed to synthesize it. The reactants are: Brc1ccccn1.C#Cc1ccc(NC(=O)OC(C)(C)C)c([N+](=O)[O-])c1. (4) Given the product CC[C@@H]([C@H](C)O)n1ncn(-c2ccc(CCC(=O)O)cc2)c1=O, predict the reactants needed to synthesize it. The reactants are: CCOC(=O)CCc1ccc(-n2cnn([C@@H](CC)[C@H](C)O)c2=O)cc1. (5) Given the product O=S(=O)(Nc1nccs1)c1ccc2c(c1)CNCC2, predict the reactants needed to synthesize it. The reactants are: O=C(N1CCc2ccc(S(=O)(=O)Nc3nccs3)cc2C1)C(F)(F)F. (6) Given the product CCCCOC(=O)c1ccc(N2CCN(S(C)(=O)=O)CC2)cc1, predict the reactants needed to synthesize it. The reactants are: CCCCOC(=O)c1ccc(N2CCNCC2)cc1.CS(=O)(=O)Cl. (7) Given the product N#Cc1ccc(-c2ccc3ccccc3n2)cn1, predict the reactants needed to synthesize it. The reactants are: CC1(C)OB(c2ccc(C#N)nc2)OC1(C)C.Clc1ccc2ccccc2n1. (8) Given the product CC(=O)N[C@H]1CC[C@@]23Oc4c(c(OCc5ccccc5)cc5c4CN(C(=O)OC(C)(C)C)C5=O)C[C@]2(C)[C@@H](C)CC[C@H]3C1(C)C, predict the reactants needed to synthesize it. The reactants are: CC(=O)Cl.C[C@H]1CC[C@H]2C(C)(C)[C@@H](N)CC[C@]23Oc2c(c(OCc4ccccc4)cc4c2CN(C(=O)OC(C)(C)C)C4=O)C[C@]13C. (9) Given the product CCOC(=O)c1nn(-c2ccc(C(=O)NS(=O)(=O)c3ccc4ccc(I)cc4c3)cc2C(=O)N2CCc3ccccc3C2)c(C)c1Cl, predict the reactants needed to synthesize it. The reactants are: CCOC(=O)c1nn(-c2ccc(C(=O)O)cc2C(=O)N2CCc3ccccc3C2)c(C)c1Cl.NS(=O)(=O)c1ccc2ccc(I)cc2c1. (10) Given the product O=c1c(OCCF)cn(-c2ccc(C3CCOCC3)cc2F)nc1-c1ccnn1-c1ccccc1, predict the reactants needed to synthesize it. The reactants are: O=c1c(O)cn(-c2ccc(C3CCOCC3)cc2F)nc1-c1ccnn1-c1ccccc1.OCCF.